Task: Predict the product of the given reaction.. Dataset: Forward reaction prediction with 1.9M reactions from USPTO patents (1976-2016) Given the reactants [CH:1]1([O:6][C:7]2[CH:8]=[C:9]([CH:15]3[CH2:19][NH:18][C:17](=[O:20])[CH2:16]3)[CH:10]=[CH:11][C:12]=2[O:13][CH3:14])[CH2:5][CH2:4][CH2:3][CH2:2]1.[CH2:21]([O:23][C:24](=[O:32])[C:25]1[CH:30]=[CH:29][CH:28]=[C:27](Br)[CH:26]=1)[CH3:22], predict the reaction product. The product is: [CH2:21]([O:23][C:24](=[O:32])[C:25]1[CH:30]=[CH:29][CH:28]=[C:27]([N:18]2[CH2:19][CH:15]([C:9]3[CH:10]=[CH:11][C:12]([O:13][CH3:14])=[C:7]([O:6][CH:1]4[CH2:2][CH2:3][CH2:4][CH2:5]4)[CH:8]=3)[CH2:16][C:17]2=[O:20])[CH:26]=1)[CH3:22].